Dataset: Reaction yield outcomes from USPTO patents with 853,638 reactions. Task: Predict the reaction yield, written as a fraction of the theoretical maximum amount of product (1.0 means a 100% yield; for example, 0.34 means a 34% yield). (1) The reactants are [F:1][CH:2]1[CH2:7][CH2:6][N:5]([C:8]2[CH:13]=[CH:12][N:11]=[CH:10][C:9]=2[N+:14]([O-])=O)[CH2:4][CH:3]1[N:17]1[C:25](=[O:26])[C:24]2[C:19](=[CH:20][CH:21]=[CH:22][CH:23]=2)[C:18]1=[O:27]. The catalyst is C(O)C.C(OCC)(=O)C. The product is [NH2:14][C:9]1[CH:10]=[N:11][CH:12]=[CH:13][C:8]=1[N:5]1[CH2:6][CH2:7][CH:2]([F:1])[CH:3]([N:17]2[C:18](=[O:27])[C:19]3[C:24](=[CH:23][CH:22]=[CH:21][CH:20]=3)[C:25]2=[O:26])[CH2:4]1. The yield is 0.870. (2) The reactants are COC1C=CC(C[N:8](CC2C=CC(OC)=CC=2)[C:9]2[N:14]=[C:13]([CH3:15])[N:12]=[C:11]([C:16]3[CH:17]=[C:18]([CH2:31][N:32]4[CH2:37][CH2:36][N:35]([S:38]([N:41]([CH3:43])[CH3:42])(=[O:40])=[O:39])[CH2:34][CH2:33]4)[CH:19]=[N:20][C:21]=3[NH:22][C:23]3[CH:24]=[N:25][C:26]([O:29][CH3:30])=[CH:27][CH:28]=3)[N:10]=2)=CC=1.FC(F)(F)C(O)=O.FC(F)(F)S(O)(=O)=O.CO. The catalyst is C(Cl)Cl. The product is [NH2:8][C:9]1[N:14]=[C:13]([CH3:15])[N:12]=[C:11]([C:16]2[CH:17]=[C:18]([CH2:31][N:32]3[CH2:33][CH2:34][N:35]([S:38]([N:41]([CH3:43])[CH3:42])(=[O:40])=[O:39])[CH2:36][CH2:37]3)[CH:19]=[N:20][C:21]=2[NH:22][C:23]2[CH:24]=[N:25][C:26]([O:29][CH3:30])=[CH:27][CH:28]=2)[N:10]=1. The yield is 0.770. (3) The reactants are [Br:1][C:2]1[N:6]([C:7]([CH3:10])([CH3:9])[CH3:8])[N:5]=[CH:4][C:3]=1[C:11]1[S:12][CH:13]=[C:14]([CH2:16][C:17]([OH:19])=O)[N:15]=1.CN(C(ON1N=NC2C=CC=NC1=2)=[N+](C)C)C.F[P-](F)(F)(F)(F)F.CCN(C(C)C)C(C)C.[O:53]1[CH2:58][CH2:57][CH:56]([CH2:59][NH2:60])[CH2:55][CH2:54]1. The catalyst is CN(C=O)C.O. The product is [Br:1][C:2]1[N:6]([C:7]([CH3:8])([CH3:9])[CH3:10])[N:5]=[CH:4][C:3]=1[C:11]1[S:12][CH:13]=[C:14]([CH2:16][C:17]([NH:60][CH2:59][CH:56]2[CH2:57][CH2:58][O:53][CH2:54][CH2:55]2)=[O:19])[N:15]=1. The yield is 1.00. (4) The reactants are [N:1]1([C:7]2[CH:8]=[CH:9][C:10]3[CH2:16][CH2:15][N:14]([C:17]([O:19][C:20]([CH3:23])([CH3:22])[CH3:21])=[O:18])[CH2:13][CH2:12][C:11]=3[N:24]=2)[CH2:6][CH2:5][S:4][CH2:3][CH2:2]1.[OH2:25]. The catalyst is CO.CN(C=O)C. The product is [O:25]=[S:4]1[CH2:5][CH2:6][N:1]([C:7]2[CH:8]=[CH:9][C:10]3[CH2:16][CH2:15][N:14]([C:17]([O:19][C:20]([CH3:21])([CH3:23])[CH3:22])=[O:18])[CH2:13][CH2:12][C:11]=3[N:24]=2)[CH2:2][CH2:3]1. The yield is 0.780. (5) The reactants are Br[C:2]1[C:3]([CH3:16])=[C:4]([O:13][CH2:14][CH3:15])[C:5]2[O:9][CH:8]([CH3:10])[CH2:7][C:6]=2[C:11]=1[CH3:12].[CH3:17][O:18][C:19]1[CH:24]=[CH:23][C:22]([N:25]2[CH2:30][CH2:29][NH:28][CH2:27][CH2:26]2)=[CH:21][CH:20]=1. No catalyst specified. The product is [CH2:14]([O:13][C:4]1[C:5]2[O:9][CH:8]([CH3:10])[CH2:7][C:6]=2[C:11]([CH3:12])=[C:2]([N:28]2[CH2:27][CH2:26][N:25]([C:22]3[CH:21]=[CH:20][C:19]([O:18][CH3:17])=[CH:24][CH:23]=3)[CH2:30][CH2:29]2)[C:3]=1[CH3:16])[CH3:15]. The yield is 0.480.